From a dataset of Forward reaction prediction with 1.9M reactions from USPTO patents (1976-2016). Predict the product of the given reaction. The product is: [CH2:1]([O:3][C:4]([C@@H:6]1[O:11][C:10]2[CH:12]=[CH:13][C:14]([CH2:16][CH2:17][N+:18]([O-:20])=[O:19])=[CH:15][C:9]=2[O:8][CH2:7]1)=[O:5])[CH3:2]. Given the reactants [CH2:1]([O:3][C:4]([CH:6]1[O:11][C:10]2[CH:12]=[CH:13][C:14]([CH:16]=[CH:17][N+:18]([O-:20])=[O:19])=[CH:15][C:9]=2[O:8][CH2:7]1)=[O:5])[CH3:2].[BH4-].[Na+].C(O)(=O)C, predict the reaction product.